From a dataset of Catalyst prediction with 721,799 reactions and 888 catalyst types from USPTO. Predict which catalyst facilitates the given reaction. (1) Reactant: [C:1]([C:3]1[CH:4]=[CH:5][C:6]2[CH:10]=[C:9](C(O)=O)[S:8][C:7]=2[CH:14]=1)#[N:2].N12CCCN=C1CCCCC2.Cl. Product: [S:8]1[CH:9]=[CH:10][C:6]2[CH:5]=[CH:4][C:3]([C:1]#[N:2])=[CH:14][C:7]1=2. The catalyst class is: 80. (2) Reactant: [C:1]1([CH3:17])[CH:6]=[CH:5][CH:4]=[C:3]([O:7][CH2:8][CH2:9][CH2:10][CH2:11][CH2:12][CH2:13][CH2:14][CH2:15][NH2:16])[CH:2]=1.Cl[C:19]1[C:28]2[C:23](=[CH:24][CH:25]=[CH:26][CH:27]=2)[N:22]=[CH:21][CH:20]=1.C(OCCCOCCCCCCCCNC1C2C(=CC=CC=2)N=CC=1)C. Product: [C:1]1([CH3:17])[CH:6]=[CH:5][CH:4]=[C:3]([O:7][CH2:8][CH2:9][CH2:10][CH2:11][CH2:12][CH2:13][CH2:14][CH2:15][NH:16][C:19]2[C:28]3[C:23](=[CH:24][CH:25]=[CH:26][CH:27]=3)[N:22]=[CH:21][CH:20]=2)[CH:2]=1. The catalyst class is: 37.